This data is from NCI-60 drug combinations with 297,098 pairs across 59 cell lines. The task is: Regression. Given two drug SMILES strings and cell line genomic features, predict the synergy score measuring deviation from expected non-interaction effect. (1) Drug 1: CC12CCC3C(C1CCC2=O)CC(=C)C4=CC(=O)C=CC34C. Drug 2: CC=C1C(=O)NC(C(=O)OC2CC(=O)NC(C(=O)NC(CSSCCC=C2)C(=O)N1)C(C)C)C(C)C. Cell line: NCIH23. Synergy scores: CSS=83.1, Synergy_ZIP=-1.96, Synergy_Bliss=-3.86, Synergy_Loewe=-6.23, Synergy_HSA=-0.305. (2) Drug 1: CNC(=O)C1=CC=CC=C1SC2=CC3=C(C=C2)C(=NN3)C=CC4=CC=CC=N4. Drug 2: C1=CC(=CC=C1CC(C(=O)O)N)N(CCCl)CCCl.Cl. Cell line: UACC-257. Synergy scores: CSS=2.86, Synergy_ZIP=1.04, Synergy_Bliss=-0.402, Synergy_Loewe=-5.07, Synergy_HSA=-4.45. (3) Drug 1: CN(C)C1=NC(=NC(=N1)N(C)C)N(C)C. Drug 2: CCCCC(=O)OCC(=O)C1(CC(C2=C(C1)C(=C3C(=C2O)C(=O)C4=C(C3=O)C=CC=C4OC)O)OC5CC(C(C(O5)C)O)NC(=O)C(F)(F)F)O. Cell line: MALME-3M. Synergy scores: CSS=-7.62, Synergy_ZIP=2.37, Synergy_Bliss=-0.486, Synergy_Loewe=-5.61, Synergy_HSA=-6.45. (4) Drug 1: COC1=NC(=NC2=C1N=CN2C3C(C(C(O3)CO)O)O)N. Drug 2: C1=NNC2=C1C(=O)NC=N2. Cell line: MCF7. Synergy scores: CSS=-0.962, Synergy_ZIP=1.69, Synergy_Bliss=2.20, Synergy_Loewe=3.41, Synergy_HSA=-1.19. (5) Drug 1: CCC1=C2CN3C(=CC4=C(C3=O)COC(=O)C4(CC)O)C2=NC5=C1C=C(C=C5)O. Drug 2: C1CCC(C(C1)N)N.C(=O)(C(=O)[O-])[O-].[Pt+4]. Cell line: HS 578T. Synergy scores: CSS=30.7, Synergy_ZIP=-5.33, Synergy_Bliss=-1.10, Synergy_Loewe=3.52, Synergy_HSA=4.32.